From a dataset of Kir2.1 potassium channel HTS with 301,493 compounds. Binary Classification. Given a drug SMILES string, predict its activity (active/inactive) in a high-throughput screening assay against a specified biological target. (1) The compound is O1C(CC(=O)c2c1cc(OCC(=O)NCc1c(OC)cc(OC)cc1)cc2O)(C)C. The result is 0 (inactive). (2) The compound is S=C(N(Cc1ccc(cc1)C)Cc1occc1)NCC(=O)NCCCOCC. The result is 0 (inactive). (3) The molecule is S(=O)(=O)(N1CCN(CC1)C(=O)Cc1ccsc1)c1c(ccc(c1)C)C. The result is 0 (inactive). (4) The result is 0 (inactive). The drug is s1c2c(nc1Nc1ccccc1)ccc(F)c2. (5) The drug is s1c(/C=C2/NC(=O)CNC2=O)ccc1. The result is 0 (inactive).